From a dataset of Full USPTO retrosynthesis dataset with 1.9M reactions from patents (1976-2016). Predict the reactants needed to synthesize the given product. (1) The reactants are: [C:1]([O:5][C:6]([N:8]1[CH2:12][C@H:11]([CH2:13][CH2:14][C:15]2[CH:20]=[CH:19][CH:18]=[CH:17][CH:16]=2)[C@@H:10]([CH2:21][OH:22])[CH2:9]1)=[O:7])([CH3:4])([CH3:3])[CH3:2].CC(OI1(OC(C)=O)(OC(C)=O)OC(=O)C2C=CC=CC1=2)=O. Given the product [C:1]([O:5][C:6]([N:8]1[CH2:12][C@H:11]([CH2:13][CH2:14][C:15]2[CH:20]=[CH:19][CH:18]=[CH:17][CH:16]=2)[C@@H:10]([CH:21]=[O:22])[CH2:9]1)=[O:7])([CH3:4])([CH3:3])[CH3:2], predict the reactants needed to synthesize it. (2) The reactants are: [CH3:1][C:2]1[N:6]2[C:7]3[CH:17]=[CH:16][CH:15]=[CH:14][C:8]=3[NH:9][CH2:10][C:11]3([CH2:13][CH2:12]3)[C:5]2=[N:4][N:3]=1.[Cl:18][C:19]1[CH:24]=[CH:23][C:22](I)=[CH:21][CH:20]=1.C1(P(C2CCCCC2)C2C=CC=CC=2C2C(OC)=CC=CC=2OC)CCCCC1.C(=O)([O-])[O-].[Cs+].[Cs+]. Given the product [Cl:18][C:19]1[CH:24]=[CH:23][C:22]([N:9]2[CH2:10][C:11]3([CH2:12][CH2:13]3)[C:5]3=[N:4][N:3]=[C:2]([CH3:1])[N:6]3[C:7]3[CH:17]=[CH:16][CH:15]=[CH:14][C:8]2=3)=[CH:21][CH:20]=1, predict the reactants needed to synthesize it. (3) Given the product [N:12]1[C:11]2[NH:7][CH:8]=[CH:9][C:10]=2[C:15]([C:16]2[CH:17]=[N:18][N:19]([C@@H:21]3[CH2:22][CH2:23][C@H:24]([CH2:27][S:28][C:29]#[N:30])[CH2:25][CH2:26]3)[CH:20]=2)=[N:14][CH:13]=1, predict the reactants needed to synthesize it. The reactants are: C[Si](C)(C)CCOC[N:7]1[C:11]2[N:12]=[CH:13][N:14]=[C:15]([C:16]3[CH:17]=[N:18][N:19]([C@@H:21]4[CH2:26][CH2:25][C@H:24]([CH2:27][S:28][C:29]#[N:30])[CH2:23][CH2:22]4)[CH:20]=3)[C:10]=2[CH:9]=[CH:8]1.CO.C(Cl)Cl.C(O)(C(F)(F)F)=O. (4) Given the product [C:1]([O:5][C:6](=[O:35])[NH:7][C@H:8]([C:29]1[CH:34]=[CH:33][CH:32]=[CH:31][CH:30]=1)[CH2:9][N:10]1[C:15](=[O:16])[C:14]([N:46]2[CH2:47][CH2:48][N:43]([CH2:36][C:37]3[CH:38]=[CH:39][CH:40]=[CH:41][CH:42]=3)[CH2:44][CH2:45]2)=[C:13]([CH3:18])[N:12]([CH2:19][C:20]2[C:25]([F:26])=[CH:24][CH:23]=[CH:22][C:21]=2[F:27])[C:11]1=[O:28])([CH3:4])([CH3:3])[CH3:2], predict the reactants needed to synthesize it. The reactants are: [C:1]([O:5][C:6](=[O:35])[NH:7][C@H:8]([C:29]1[CH:34]=[CH:33][CH:32]=[CH:31][CH:30]=1)[CH2:9][N:10]1[C:15](=[O:16])[C:14](Br)=[C:13]([CH3:18])[N:12]([CH2:19][C:20]2[C:25]([F:26])=[CH:24][CH:23]=[CH:22][C:21]=2[F:27])[C:11]1=[O:28])([CH3:4])([CH3:3])[CH3:2].[CH2:36]([N:43]1[CH2:48][CH2:47][NH:46][CH2:45][CH2:44]1)[C:37]1[CH:42]=[CH:41][CH:40]=[CH:39][CH:38]=1. (5) Given the product [CH3:1][C:2]1[N:7]=[C:6]2[O:8][C:19](=[O:20])[CH:18]=[CH:9][C:5]2=[CH:4][CH:3]=1, predict the reactants needed to synthesize it. The reactants are: [CH3:1][C:2]1[NH:7][C:6](=[O:8])[C:5]([CH:9]=O)=[CH:4][CH:3]=1.CCN(CC)CC.[CH3:18][C:19](OC(C)=O)=[O:20]. (6) Given the product [F:23][C:24]1[CH:25]=[CH:26][C:27]([NH:30][C:31]([C:33]2([C:36]([NH:1][C:2]3[CH:22]=[CH:21][C:5]([O:6][C:7]4[CH:12]=[CH:11][N:10]=[C:9]([NH:13][C:14]([N:16]5[CH2:20][CH2:19][CH2:18][CH2:17]5)=[O:15])[CH:8]=4)=[CH:4][CH:3]=3)=[O:37])[CH2:35][CH2:34]2)=[O:32])=[CH:28][CH:29]=1, predict the reactants needed to synthesize it. The reactants are: [NH2:1][C:2]1[CH:22]=[CH:21][C:5]([O:6][C:7]2[CH:12]=[CH:11][N:10]=[C:9]([NH:13][C:14]([N:16]3[CH2:20][CH2:19][CH2:18][CH2:17]3)=[O:15])[CH:8]=2)=[CH:4][CH:3]=1.[F:23][C:24]1[CH:29]=[CH:28][C:27]([NH:30][C:31]([C:33]2([C:36](O)=[O:37])[CH2:35][CH2:34]2)=[O:32])=[CH:26][CH:25]=1.C(N(C(C)C)CC)(C)C.CN(C(ON1N=NC2C=CC=CC1=2)=[N+](C)C)C.F[P-](F)(F)(F)(F)F. (7) Given the product [Cl:43][C:40]1[CH:41]=[CH:42][C:37]([CH2:36][C:31]2([C:34]#[N:35])[CH2:32][CH2:33][N:28]([C:26]([CH:17]3[CH2:16][NH:15][C:20]4[CH:21]=[C:22]([Cl:25])[CH:23]=[CH:24][C:19]=4[O:18]3)=[O:27])[CH2:29][CH2:30]2)=[CH:38][CH:39]=1, predict the reactants needed to synthesize it. The reactants are: FC(F)(F)C(O)=O.C(OC([N:15]1[C:20]2[CH:21]=[C:22]([Cl:25])[CH:23]=[CH:24][C:19]=2[O:18][CH:17]([C:26]([N:28]2[CH2:33][CH2:32][C:31]([CH2:36][C:37]3[CH:42]=[CH:41][C:40]([Cl:43])=[CH:39][CH:38]=3)([C:34]#[N:35])[CH2:30][CH2:29]2)=[O:27])[CH2:16]1)=O)(C)(C)C.